The task is: Binary Classification. Given a drug SMILES string, predict its activity (active/inactive) in a high-throughput screening assay against a specified biological target.. This data is from HIV replication inhibition screening data with 41,000+ compounds from the AIDS Antiviral Screen. (1) The compound is O=C(Nc1ccc(Cl)cc1Cl)C1C(=O)OC2(CCCCC2)OC1=O. The result is 0 (inactive). (2) The drug is CCOC(=O)C(c1ccccc1)c1cccc(C(C(=O)OCC)c2ccccc2)n1. The result is 0 (inactive). (3) The molecule is CSc1nc(SC)c2ncn(C3CC(Oc4ccc(C)cc4)C(COc4ccc(C)cc4)O3)c2n1. The result is 0 (inactive). (4) The result is 0 (inactive). The molecule is C=CCCON(C(=O)OC(C)(C)C)C(C)(C)C. (5) The molecule is Cc1ccc(C2CC(c3ccc([N+](=O)[O-])cc3)=Nc3ccccc3S2)cc1. The result is 0 (inactive). (6) The compound is CC(=O)OC1c2ccccc2C2c3ccccc3C1C2(C)C(Cl)(Cl)Cl. The result is 0 (inactive). (7) The molecule is Cc1ccc(-c2n[nH]c(=O)n2NC(=O)c2ccccc2C(=O)O)cc1. The result is 0 (inactive). (8) The drug is CCCCON1CC(O)C(O)C(O)C1. The result is 0 (inactive).